From a dataset of Forward reaction prediction with 1.9M reactions from USPTO patents (1976-2016). Predict the product of the given reaction. (1) Given the reactants C([C:3]1[N:4]([CH2:18][C:19]2[CH:24]=[CH:23][CH:22]=[CH:21][C:20]=2[O:25][C:26]2[CH:31]=[CH:30][CH:29]=[CH:28][CH:27]=2)[C:5]2[C:10]([C:11](=[O:16])[C:12]=1[C:13]([OH:15])=[O:14])=[N:9][CH:8]=[C:7]([Br:17])[CH:6]=2)C.O.[OH-].[Li+], predict the reaction product. The product is: [Br:17][C:7]1[CH:6]=[C:5]2[C:10]([C:11](=[O:16])[C:12]([C:13]([OH:15])=[O:14])=[CH:3][N:4]2[CH2:18][C:19]2[CH:24]=[CH:23][CH:22]=[CH:21][C:20]=2[O:25][C:26]2[CH:27]=[CH:28][CH:29]=[CH:30][CH:31]=2)=[N:9][CH:8]=1. (2) Given the reactants N[C:2]1[CH:15]=[CH:14][C:5]([C:6]([C:8]2[CH:13]=[CH:12][CH:11]=[CH:10][CH:9]=2)=[O:7])=[CH:4][CH:3]=1.C(N(CC)CC)C.C1(=O)N(CCCCCC(Cl)=O)C(=O)C=C1, predict the reaction product. The product is: [C:6]([C:8]1[CH:13]=[CH:12][CH:11]=[CH:10][CH:9]=1)(=[O:7])[C:5]1[CH:14]=[CH:15][CH:2]=[CH:3][CH:4]=1. (3) Given the reactants [OH:1][C:2]1[CH:10]=[C:9]([OH:11])[C:8]([Br:12])=[CH:7][C:3]=1[C:4]([OH:6])=[O:5].[CH:13]1[CH:18]=[CH:17][C:16]([CH2:19]Br)=[CH:15][CH:14]=1.C([O-])([O-])=O.[K+].[K+], predict the reaction product. The product is: [CH2:19]([O:5][C:4](=[O:6])[C:3]1[CH:7]=[C:8]([Br:12])[C:9]([O:11][CH2:19][C:16]2[CH:17]=[CH:18][CH:13]=[CH:14][CH:15]=2)=[CH:10][C:2]=1[O:1][CH2:4][C:3]1[CH:7]=[CH:8][CH:9]=[CH:10][CH:2]=1)[C:16]1[CH:17]=[CH:18][CH:13]=[CH:14][CH:15]=1. (4) Given the reactants [CH3:1][N:2]=[C:3]=[S:4].[Cl:5][C:6]1[C:10]([CH3:11])=[CH:9][S:8][C:7]=1[C:12]1([C:17]([NH:19][NH2:20])=[O:18])[CH2:16][CH2:15][CH2:14][CH2:13]1, predict the reaction product. The product is: [Cl:5][C:6]1[C:10]([CH3:11])=[CH:9][S:8][C:7]=1[C:12]1([C:17]([NH:19][NH:20][C:3](=[S:4])[NH:2][CH3:1])=[O:18])[CH2:16][CH2:15][CH2:14][CH2:13]1. (5) Given the reactants [N:1]1[N:5]2[CH:6]=[CH:7][CH:8]=[CH:9][C:4]2=[CH:3][C:2]=1[CH:10]=O.[CH3:12][O:13][C:14]1[CH:15]=[C:16]([NH2:20])[CH:17]=[N:18][CH:19]=1, predict the reaction product. The product is: [CH3:12][O:13][C:14]1[CH:15]=[C:16]([N:20]=[CH:10][C:2]2[CH:3]=[C:4]3[CH:9]=[CH:8][CH:7]=[CH:6][N:5]3[N:1]=2)[CH:17]=[N:18][CH:19]=1. (6) Given the reactants [CH:1]1([N:4]2[C:12]3[CH:11]=[CH:10][N:9]=[CH:8][C:7]=3[N:6]([CH2:13][C:14]3[N:26]([CH2:27][CH2:28][CH:29]([CH3:31])[CH3:30])[C:17]4=[N:18][CH:19]=[C:20]([C:22]([O:24]C)=[O:23])[CH:21]=[C:16]4[N:15]=3)[C:5]2=[O:32])[CH2:3][CH2:2]1.[OH-].[Li+].Cl, predict the reaction product. The product is: [CH:1]1([N:4]2[C:12]3[CH:11]=[CH:10][N:9]=[CH:8][C:7]=3[N:6]([CH2:13][C:14]3[N:26]([CH2:27][CH2:28][CH:29]([CH3:30])[CH3:31])[C:17]4=[N:18][CH:19]=[C:20]([C:22]([OH:24])=[O:23])[CH:21]=[C:16]4[N:15]=3)[C:5]2=[O:32])[CH2:3][CH2:2]1. (7) The product is: [CH2:31]([N:9]1[C:10]2[C:16]3[CH:17]=[C:18]([N+:21]([O-:23])=[O:22])[CH:19]=[CH:20][C:15]=3[S:14][C:11]=2[C:12](=[O:13])[N:7]([OH:6])[C:8]1=[O:24])[C:32]1[CH:37]=[CH:36][CH:35]=[CH:34][CH:33]=1. Given the reactants COC1C=C(OC)C=CC=1C[O:6][N:7]1[C:12](=[O:13])[C:11]2[S:14][C:15]3[CH:20]=[CH:19][C:18]([N+:21]([O-:23])=[O:22])=[CH:17][C:16]=3[C:10]=2[NH:9][C:8]1=[O:24].[CH2:31](Br)[C:32]1[CH:37]=[CH:36][CH:35]=[CH:34][CH:33]=1, predict the reaction product. (8) Given the reactants Cl.[NH2:2][C@H:3]([C:8]([OH:10])=[O:9])[CH2:4][CH2:5][CH2:6][NH2:7].C(O)[C@@H]([C@@H](CO)O)O.C(O)(=O)CC(CC(O)=O)(C(O)=O)O, predict the reaction product. The product is: [NH2:2][C@H:3]([C:8]([OH:10])=[O:9])[CH2:4][CH2:5][CH2:6][NH2:7]. (9) Given the reactants Cl.[CH3:2][N:3]1[CH2:8][CH2:7][N:6]([C:9]2[CH:14]=[C:13]([C:15]3[CH:24]=[C:23]4[C:18]([CH2:19][CH2:20][NH:21][CH2:22]4)=[CH:17][CH:16]=3)[N:12]=[C:11]([NH2:25])[N:10]=2)[CH2:5][CH2:4]1.[F:26][C:27]1[CH:34]=[C:33](F)[CH:32]=[CH:31][C:28]=1[C:29]#[N:30], predict the reaction product. The product is: [NH2:25][C:11]1[N:12]=[C:13]([C:15]2[CH:24]=[C:23]3[C:18]([CH2:19][CH2:20][N:21]([C:33]4[CH:32]=[CH:31][C:28]([C:29]#[N:30])=[C:27]([F:26])[CH:34]=4)[CH2:22]3)=[CH:17][CH:16]=2)[CH:14]=[C:9]([N:6]2[CH2:5][CH2:4][N:3]([CH3:2])[CH2:8][CH2:7]2)[N:10]=1.